Dataset: Catalyst prediction with 721,799 reactions and 888 catalyst types from USPTO. Task: Predict which catalyst facilitates the given reaction. (1) Product: [N:1]1([C@H:6]2[CH2:11][CH2:10][CH2:9][CH2:8][C@@H:7]2[OH:12])[CH2:5][CH2:4][CH2:3][CH2:2]1. The catalyst class is: 6. Reactant: [NH:1]1[CH2:5][CH2:4][CH2:3][CH2:2]1.[CH:6]12[O:12][CH:7]1[CH2:8][CH2:9][CH2:10][CH2:11]2. (2) Reactant: [CH3:1][C:2]1[C:3]([C:8]([OH:10])=[O:9])=[N:4][CH:5]=[CH:6][CH:7]=1.[C:11](=O)([O-])[O-].[K+].[K+].IC. Product: [CH3:11][O:9][C:8]([C:3]1[C:2]([CH3:1])=[CH:7][CH:6]=[CH:5][N:4]=1)=[O:10]. The catalyst class is: 21. (3) Reactant: [O:1]=[C:2]1[C:7]([CH2:8][C:9]2[CH:14]=[CH:13][C:12]([C:15]3[C:16]([C:21]#[N:22])=[CH:17][CH:18]=[CH:19][CH:20]=3)=[CH:11][CH:10]=2)=[C:6]([CH2:23][CH2:24][CH3:25])[N:5]2[N:26]=[CH:27][N:28]=[C:4]2[NH:3]1.[CH2:29](I)[CH3:30].C(=O)([O-])[O-].[K+].[K+].CN(C)C=O. Product: [CH2:29]([N:3]1[C:2](=[O:1])[C:7]([CH2:8][C:9]2[CH:10]=[CH:11][C:12]([C:15]3[C:16]([C:21]#[N:22])=[CH:17][CH:18]=[CH:19][CH:20]=3)=[CH:13][CH:14]=2)=[C:6]([CH2:23][CH2:24][CH3:25])[N:5]2[N:26]=[CH:27][N:28]=[C:4]12)[CH3:30]. The catalyst class is: 13. (4) Reactant: [NH2:1][C:2]1[CH:7]=[CH:6][C:5]([NH:8][C:9](=[O:11])[CH3:10])=[CH:4][CH:3]=1.P(=O)(O)(O)O.[N+]([O-])(O)=O.[N:21]([O-])=O.[Na+].[CH3:25][C:26](=[O:31])[CH2:27][C:28](=[O:30])[CH3:29].C([O-])(=O)C.[K+].C([O-])([O-])=O.[Na+].[Na+]. Product: [C:28]([C:27](=[N:21][NH:1][C:2]1[CH:3]=[CH:4][C:5]([NH:8][C:9](=[O:11])[CH3:10])=[CH:6][CH:7]=1)[C:26](=[O:31])[CH3:25])(=[O:30])[CH3:29]. The catalyst class is: 8. (5) Reactant: [H-].[Na+].[CH3:3][O:4][C:5]([C:7]1[C@@H:8]2[N:15]([C:16]([O:18][C:19]([CH3:22])([CH3:21])[CH3:20])=[O:17])[C@H:11]([CH2:12][C:13]=1[OH:14])[CH2:10][CH2:9]2)=[O:6].C1(N([S:30]([C:33]([F:36])([F:35])[F:34])(=[O:32])=[O:31])[S:30]([C:33]([F:36])([F:35])[F:34])(=[O:32])=[O:31])C=CC=CC=1. Product: [CH3:3][O:4][C:5]([C:7]1[C@@H:8]2[N:15]([C:16]([O:18][C:19]([CH3:22])([CH3:21])[CH3:20])=[O:17])[C@H:11]([CH2:12][C:13]=1[O:14][S:30]([C:33]([F:36])([F:35])[F:34])(=[O:32])=[O:31])[CH2:10][CH2:9]2)=[O:6]. The catalyst class is: 1.